Dataset: Full USPTO retrosynthesis dataset with 1.9M reactions from patents (1976-2016). Task: Predict the reactants needed to synthesize the given product. (1) The reactants are: [CH3:1][O:2][C:3]1[CH:4]=[C:5]([CH:10]=[CH:11][CH:12]=1)[CH2:6][N:7]=[C:8]=[O:9].[N+:13](=[C:15]1[N:19]=[CH:18][N:17]=[C:16]1[C:20]([NH2:22])=[O:21])=[N-:14]. Given the product [CH3:1][O:2][C:3]1[CH:4]=[C:5]([CH:10]=[CH:11][CH:12]=1)[CH2:6][N:7]1[C:8](=[O:9])[N:19]2[CH:18]=[N:17][C:16]([C:20]([NH2:22])=[O:21])=[C:15]2[N:13]=[N:14]1, predict the reactants needed to synthesize it. (2) Given the product [C:19]([O:18][C:16]([N:10]1[CH2:9][CH:8]2[CH2:15][CH:12]([CH2:13][C:14]3[C:3]([O:2][CH3:1])=[N:4][CH:5]=[CH:6][C:7]=32)[CH2:11]1)=[O:17])([CH3:22])([CH3:21])[CH3:20], predict the reactants needed to synthesize it. The reactants are: [CH3:1][O:2][C:3]1[C:14]2[CH2:13][CH:12]3[CH2:15][CH:8]([CH2:9][NH:10][CH2:11]3)[C:7]=2[CH:6]=[CH:5][N:4]=1.[C:16](O[C:16]([O:18][C:19]([CH3:22])([CH3:21])[CH3:20])=[O:17])([O:18][C:19]([CH3:22])([CH3:21])[CH3:20])=[O:17].